The task is: Predict the reactants needed to synthesize the given product.. This data is from Retrosynthesis with 50K atom-mapped reactions and 10 reaction types from USPTO. Given the product CC(=O)Nc1ccc(Sc2c([N+](=O)[O-])cc(C(=O)O)cc2S(N)(=O)=O)cc1, predict the reactants needed to synthesize it. The reactants are: CC(=O)Nc1ccc(S)cc1.NS(=O)(=O)c1cc(C(=O)O)cc([N+](=O)[O-])c1Cl.